From a dataset of Reaction yield outcomes from USPTO patents with 853,638 reactions. Predict the reaction yield, written as a fraction of the theoretical maximum amount of product (1.0 means a 100% yield; for example, 0.34 means a 34% yield). (1) The reactants are [OH:1][C@H:2]1[CH2:7][CH2:6][C@H:5]2[C@H:8]3[C@H:18]([CH2:19][CH2:20][C@:3]12[CH3:4])[C@:16]1([CH3:17])[C@H:11]([CH2:12][C:13](=O)[CH2:14][CH2:15]1)[CH2:10][CH2:9]3.C([O-])(O)=O.[Na+]. The catalyst is C(O)(=O)C.O.[Zn]. The product is [CH3:4][C@:3]12[CH2:20][CH2:19][C@H:18]3[C@@H:8]([CH2:9][CH2:10][C@@H:11]4[C@:16]3([CH3:17])[CH2:15][CH2:14][CH2:13][CH2:12]4)[C@@H:5]1[CH2:6][CH2:7][C@@H:2]2[OH:1]. The yield is 0.910. (2) The reactants are [F:1][C:2]1[CH:7]=[CH:6][CH:5]=[C:4]([F:8])[C:3]=1[C:9]1[C:10]([OH:15])=[CH:11][CH:12]=[CH:13][CH:14]=1.C(=O)([O-])[O-].[K+].[K+].C(Br)C=C.[CH2:26]([O:29]CC=C)[CH:27]=[CH2:28].C(C1C(C(F)(F)F)=CC=C(Cl)C=1O)C=C.C(C1C=CC=C(C2C(F)=CC=CC=2F)C=1O)C=C.ClC1C=C(C=CC=1)C(OO)=O.ClC1C2OC(CO)CC=2C(C(F)(F)F)=CC=1. The catalyst is C1(C)C=C(C)C=C(C)C=1. The product is [F:1][C:2]1[CH:7]=[CH:6][CH:5]=[C:4]([F:8])[C:3]=1[C:9]1[C:10]2[O:15][CH:27]([CH2:26][OH:29])[CH2:28][C:11]=2[CH:12]=[CH:13][CH:14]=1. The yield is 0.720. (3) The product is [CH3:21][S:22]([O:10][CH2:9][C@@H:8]([NH:7][C:6]([O:5][C:1]([CH3:4])([CH3:3])[CH3:2])=[O:13])[CH2:11][CH3:12])(=[O:24])=[O:23]. The yield is 1.00. The reactants are [C:1]([O:5][C:6](=[O:13])[NH:7][C@@H:8]([CH2:11][CH3:12])[CH2:9][OH:10])([CH3:4])([CH3:3])[CH3:2].C(N(CC)CC)C.[CH3:21][S:22](Cl)(=[O:24])=[O:23].O. The catalyst is CCOCC. (4) The reactants are [CH3:1][O:2][C:3]1[CH:4]=[C:5]2[C:10](=[CH:11][C:12]=1[O:13][CH3:14])[N:9]=[CH:8][CH:7]=[C:6]2[O:15][C:16]1[CH:22]=[CH:21][C:19]([NH2:20])=[CH:18][CH:17]=1.C1(C)C=CC=CC=1.C(N(CC)CC)C.Cl[C:38](Cl)([O:40]C(=O)OC(Cl)(Cl)Cl)Cl.[CH2:49]([O:51][C:52]1[CH:60]=[CH:59][CH:58]=[CH:57][C:53]=1[CH:54]([OH:56])[CH3:55])[CH3:50]. The catalyst is C(Cl)Cl. The product is [CH3:1][O:2][C:3]1[CH:4]=[C:5]2[C:10](=[CH:11][C:12]=1[O:13][CH3:14])[N:9]=[CH:8][CH:7]=[C:6]2[O:15][C:16]1[CH:22]=[CH:21][C:19]([NH:20][C:38](=[O:40])[O:56][CH:54]([C:53]2[CH:57]=[CH:58][CH:59]=[CH:60][C:52]=2[O:51][CH2:49][CH3:50])[CH3:55])=[CH:18][CH:17]=1. The yield is 0.690.